Dataset: Catalyst prediction with 721,799 reactions and 888 catalyst types from USPTO. Task: Predict which catalyst facilitates the given reaction. (1) Reactant: [CH3:1][C:2]([NH:14][C:15]1[C:16](=[O:40])[N:17]([C:30]2[CH:35]=[CH:34][C:33]([C:36]([F:39])([F:38])[F:37])=[CH:32][CH:31]=2)[C@@H:18]([C:20]2[CH:25]=[CH:24][CH:23]=[C:22]([O:26][CH:27]3[CH2:29][CH2:28]3)[CH:21]=2)[CH:19]=1)([C:4]1[CH:5]=[N:6][C:7]([C:10]([F:13])([F:12])[F:11])=[CH:8][CH:9]=1)[CH3:3].C([BH3-])#N.[Na+]. Product: [CH3:3][C:2]([NH:14][C@@H:15]1[CH2:19][C@H:18]([C:20]2[CH:25]=[CH:24][CH:23]=[C:22]([O:26][CH:27]3[CH2:29][CH2:28]3)[CH:21]=2)[N:17]([C:30]2[CH:31]=[CH:32][C:33]([C:36]([F:37])([F:39])[F:38])=[CH:34][CH:35]=2)[C:16]1=[O:40])([C:4]1[CH:5]=[N:6][C:7]([C:10]([F:13])([F:12])[F:11])=[CH:8][CH:9]=1)[CH3:1]. The catalyst class is: 15. (2) Reactant: [Cl:1][C:2]1[CH:3]=[C:4]([N:9]([CH2:20][CH2:21][C:22]2[CH:27]=[CH:26][CH:25]=[C:24]([O:28][CH2:29][C:30]3[CH:35]=[CH:34][CH:33]=[CH:32][CH:31]=3)[CH:23]=2)[C:10](=O)[CH2:11][C:12]2[CH:17]=[CH:16][C:15]([OH:18])=[CH:14][CH:13]=2)[CH:5]=[CH:6][C:7]=1[Cl:8].P(Cl)(Cl)(Cl)=O.[BH4-].[Na+]. Product: [Cl:1][C:2]1[CH:3]=[C:4]([N:9]2[CH2:20][CH2:21][C:22]3[C:27](=[CH:26][CH:25]=[C:24]([O:28][CH2:29][C:30]4[CH:35]=[CH:34][CH:33]=[CH:32][CH:31]=4)[CH:23]=3)[CH:10]2[CH2:11][C:12]2[CH:13]=[CH:14][C:15]([OH:18])=[CH:16][CH:17]=2)[CH:5]=[CH:6][C:7]=1[Cl:8]. The catalyst class is: 10. (3) The catalyst class is: 214. Reactant: C([O:4][CH2:5][C:6]([CH3:52])([CH3:51])[CH2:7][N:8]1[C:14]2[CH:15]=[CH:16][C:17]([Cl:19])=[CH:18][C:13]=2[C@@H:12]([C:20]2[CH:25]=[CH:24][CH:23]=[C:22]([O:26][CH3:27])[C:21]=2[O:28][CH3:29])[O:11][C@H:10]([CH2:30][C:31]([NH:33][C:34]2[CH:35]=[CH:36][C:37]3[O:41][C:40]([C:42]([O:44]CC)=[O:43])=[C:39]([O:47][CH3:48])[C:38]=3[CH:49]=2)=[O:32])[C:9]1=[O:50])(=O)C.[OH-].[Na+].[ClH:55]. Product: [Cl:55][C:17]1([Cl:19])[CH2:18][C:13]2[C@@H:12]([C:20]3[CH:25]=[CH:24][CH:23]=[C:22]([O:26][CH3:27])[C:21]=3[O:28][CH3:29])[O:11][C@H:10]([CH2:30][C:31]([NH:33][C:34]3[CH:35]=[CH:36][C:37]4[O:41][C:40]([C:42]([OH:44])=[O:43])=[C:39]([O:47][CH3:48])[C:38]=4[CH:49]=3)=[O:32])[C:9](=[O:50])[N:8]([CH2:7][C:6]([CH3:51])([CH3:52])[CH2:5][OH:4])[C:14]=2[CH:15]=[CH:16]1.